This data is from Catalyst prediction with 721,799 reactions and 888 catalyst types from USPTO. The task is: Predict which catalyst facilitates the given reaction. (1) Product: [NH2:21][C:18]1[N:17]=[CH:16][N:15]=[C:14]2[C:19]=1[N:20]=[C:12]([S:11][C:3]1[CH:4]=[C:5]3[C:9](=[CH:10][C:2]=1[I:1])[CH2:8][CH2:7][CH2:6]3)[N:13]2[CH2:23][CH2:24][CH2:25][NH:26][S:27]([C:29]([CH3:32])([CH3:31])[CH3:30])=[O:28]. The catalyst class is: 3. Reactant: [I:1][C:2]1[CH:10]=[C:9]2[C:5]([CH2:6][CH2:7][CH2:8]2)=[CH:4][C:3]=1[S:11][C:12]1[NH:13][C:14]2[C:19]([N:20]=1)=[C:18]([NH2:21])[N:17]=[CH:16][N:15]=2.Br[CH2:23][CH2:24][CH2:25][NH:26][S:27]([C:29]([CH3:32])([CH3:31])[CH3:30])=[O:28].C([O-])([O-])=O.[Cs+].[Cs+]. (2) Reactant: [CH3:1][N:2]1[CH2:7][CH2:6][CH:5]([NH:8][C:9](=[O:34])/[C:10](/[CH2:22][O:23][C:24]2[C:33]3[C:28](=[CH:29][CH:30]=[CH:31][CH:32]=3)[CH:27]=[CH:26][CH:25]=2)=[CH:11]/[C:12]2[CH:21]=[CH:20][C:15]([C:16]([O:18]C)=[O:17])=[CH:14][CH:13]=2)[CH2:4][CH2:3]1.O.[OH-].[Li+]. Product: [CH3:1][N:2]1[CH2:3][CH2:4][CH:5]([NH:8][C:9](=[O:34])/[C:10](/[CH2:22][O:23][C:24]2[C:33]3[C:28](=[CH:29][CH:30]=[CH:31][CH:32]=3)[CH:27]=[CH:26][CH:25]=2)=[CH:11]/[C:12]2[CH:13]=[CH:14][C:15]([C:16]([OH:18])=[O:17])=[CH:20][CH:21]=2)[CH2:6][CH2:7]1. The catalyst class is: 6. (3) Reactant: [F:1][C:2]1[CH:7]=[CH:6][C:5]([CH3:8])=[CH:4][C:3]=1[NH:9][C:10]([NH:12][C:13]1[CH:31]=[CH:30][C:16]([O:17][C:18]2[CH:23]=[CH:22][N:21]=[C:20]3[CH:24]=[C:25]([C:27]([OH:29])=O)[S:26][C:19]=23)=[CH:15][CH:14]=1)=[O:11].CN(C(ON1N=NC2C=CC=NC1=2)=[N+](C)C)C.F[P-](F)(F)(F)(F)F.C(N(CC)C(C)C)(C)C.[C:65]([NH:72][CH2:73][CH2:74][CH2:75][NH2:76])([O:67][C:68]([CH3:71])([CH3:70])[CH3:69])=[O:66].Cl. Product: [F:1][C:2]1[CH:7]=[CH:6][C:5]([CH3:8])=[CH:4][C:3]=1[NH:9][C:10]([NH:12][C:13]1[CH:31]=[CH:30][C:16]([O:17][C:18]2[CH:23]=[CH:22][N:21]=[C:20]3[CH:24]=[C:25]([C:27]([NH:76][CH2:75][CH2:74][CH2:73][NH:72][C:65](=[O:66])[O:67][C:68]([CH3:70])([CH3:69])[CH3:71])=[O:29])[S:26][C:19]=23)=[CH:15][CH:14]=1)=[O:11]. The catalyst class is: 47. (4) Reactant: Br.C(OC([N:9]1[CH2:14][CH2:13][N:12]([C:15]2[O:16][CH2:17][CH2:18][N:19]=2)[CH2:11][CH2:10]1)=O)(C)(C)C.[ClH:20]. Product: [ClH:20].[ClH:20].[O:16]1[CH2:17][CH2:18][N:19]=[C:15]1[N:12]1[CH2:13][CH2:14][NH:9][CH2:10][CH2:11]1. The catalyst class is: 12. (5) Reactant: [BH-](OC(C)=O)(OC(C)=O)OC(C)=O.[Na+].[N+:15]([C:18]1[CH:25]=[CH:24][C:21]([CH:22]=O)=[CH:20][CH:19]=1)([O-:17])=[O:16].[CH:26]1([NH2:32])[CH2:31][CH2:30][CH2:29][CH2:28][CH2:27]1.[OH-].[Na+]. Product: [CH:26]1([NH:32][CH2:22][C:21]2[CH:24]=[CH:25][C:18]([N+:15]([O-:17])=[O:16])=[CH:19][CH:20]=2)[CH2:31][CH2:30][CH2:29][CH2:28][CH2:27]1. The catalyst class is: 699. (6) Reactant: [CH3:1][C:2]1([CH3:9])[NH:6][C:5](=[O:7])[NH:4][C:3]1=[O:8].[OH-].[K+].Br[CH2:13][CH2:14][Cl:15]. Product: [Cl:15][CH2:14][CH2:13][N:4]1[C:3](=[O:8])[C:2]([CH3:9])([CH3:1])[NH:6][C:5]1=[O:7]. The catalyst class is: 14. (7) Reactant: [Cl:1][C:2]1[N:7]2[N:8]=[C:9]([C:11]([F:14])([F:13])[F:12])[CH:10]=[C:6]2[N:5]=[C:4]([NH2:15])[CH:3]=1.[Cl-].[CH3:17][O:18][C:19](=[O:29])[C:20]1[CH:28]=[CH:27][C:23]([C:24](O)=[O:25])=[CH:22][CH:21]=1. Product: [Cl:1][C:2]1[N:7]2[N:8]=[C:9]([C:11]([F:12])([F:13])[F:14])[CH:10]=[C:6]2[N:5]=[C:4]([NH:15][C:24]([C:23]2[CH:27]=[CH:28][C:20]([C:19]([O:18][CH3:17])=[O:29])=[CH:21][CH:22]=2)=[O:25])[CH:3]=1. The catalyst class is: 537.